Dataset: Catalyst prediction with 721,799 reactions and 888 catalyst types from USPTO. Task: Predict which catalyst facilitates the given reaction. Reactant: C1(C)C=CC=CC=1.C[N+]1([O-])[CH2:14][CH2:13][O:12]CC1.[Cl:16][C:17]1[CH:22]=[C:21]([Cl:23])[C:20]([S:24][CH2:25][C:26]([F:29])([F:28])[F:27])=CC=1B(O)O.Cl. Product: [Cl:16][C:17]1[CH:22]=[C:21]([Cl:23])[C:20]([S:24][CH2:25][C:26]([F:27])([F:28])[F:29])=[CH:14][C:13]=1[OH:12]. The catalyst class is: 175.